From a dataset of Forward reaction prediction with 1.9M reactions from USPTO patents (1976-2016). Predict the product of the given reaction. (1) Given the reactants O.O.[F-].[K+].[Cl:5][C:6]1[CH:11]=[CH:10][C:9](B2OCCCO2)=[C:8]([F:18])[C:7]=1[O:19][CH3:20].[NH2:21][C:22]1[C:27]([F:28])=[C:26](Br)[N:25]=[C:24]([C:30]([O:32][CH:33]([CH3:35])[CH3:34])=[O:31])[CH:23]=1.CC#N, predict the reaction product. The product is: [NH2:21][C:22]1[C:27]([F:28])=[C:26]([C:9]2[CH:10]=[CH:11][C:6]([Cl:5])=[C:7]([O:19][CH3:20])[C:8]=2[F:18])[N:25]=[C:24]([C:30]([O:32][CH:33]([CH3:35])[CH3:34])=[O:31])[CH:23]=1. (2) The product is: [CH2:33]([C:30]1[CH:29]=[N:28][C:27]([N:21]2[CH2:20][CH2:19][CH:18]([C:14]3[CH:15]=[CH:16][CH:17]=[C:12]([O:11][CH2:10][C:9]4[CH:8]=[CH:7][C:6]([S:3]([CH3:2])(=[O:5])=[O:4])=[CH:25][CH:24]=4)[CH:13]=3)[CH2:23][CH2:22]2)=[N:32][CH:31]=1)[CH3:34]. Given the reactants Cl.[CH3:2][S:3]([C:6]1[CH:25]=[CH:24][C:9]([CH2:10][O:11][C:12]2[CH:13]=[C:14]([CH:18]3[CH2:23][CH2:22][NH:21][CH2:20][CH2:19]3)[CH:15]=[CH:16][CH:17]=2)=[CH:8][CH:7]=1)(=[O:5])=[O:4].Cl[C:27]1[N:32]=[CH:31][C:30]([CH2:33][CH3:34])=[CH:29][N:28]=1, predict the reaction product. (3) The product is: [CH2:7]1[C@@H:8]([CH2:52][CH2:51][CH2:46][CH2:45][C:44]([OH:56])=[O:55])[S:39][S:6][CH2:5]1. Given the reactants CC1(C)[S:6][C@@H:5]2[C@H:7](NC([C@H](N)C3C=CC=CC=3)=O)[C:8](=O)N2[C@H]1C(O)=O.OP([O-])([O-])=O.[K+].[K+].OP([O-])(O)=O.[K+].[O-][S:39]([O-])(=O)=O.[Mg+2].[C:44]([O-:56])(=[O:55])[CH2:45][C:46]([CH2:51][C:52]([O-])=O)(C([O-])=O)O.C([O-])(=O)CCC([O-])=O.Cl.O=C[C@@H]([C@H]([C@H](CO)O)O)O, predict the reaction product. (4) Given the reactants [Cl:1][C:2]1[N:3]=[CH:4][C:5]2[S:10][CH:9]=[C:8]([C:11]3[CH:12]=[C:13]([NH2:17])[CH:14]=[CH:15][CH:16]=3)[C:6]=2[N:7]=1.[CH3:18][S:19](Cl)(=[O:21])=[O:20].C(N(CC)CC)C, predict the reaction product. The product is: [Cl:1][C:2]1[N:3]=[CH:4][C:5]2[S:10][CH:9]=[C:8]([C:11]3[CH:12]=[C:13]([NH:17][S:19]([CH3:18])(=[O:21])=[O:20])[CH:14]=[CH:15][CH:16]=3)[C:6]=2[N:7]=1. (5) Given the reactants [C:1]([C:3]1[CH:4]=[C:5]([C@H:9]2[CH2:11][C@H:10]2[NH:12][C:13]([NH:15][C:16]2[CH:21]=[CH:20][C:19]([Cl:22])=[CH:18][N:17]=2)=[O:14])[CH:6]=[CH:7][CH:8]=1)#[CH:2].C(OCC)(=[O:25])C.C([O-])([O-])=O.[K+].[K+], predict the reaction product. The product is: [C:1]([C:3]1[CH:4]=[C:5]([C@H:9]2[CH2:11][C@H:10]2[NH:12][C:13]([NH:15][C:16]2[CH:21]=[CH:20][C:19]([Cl:22])=[CH:18][N:17]=2)=[O:14])[CH:6]=[CH:7][CH:8]=1)(=[O:25])[CH3:2]. (6) Given the reactants [NH2:1][C:2]1[CH:9]=[CH:8][C:5]([C:6]#[N:7])=[CH:4][C:3]=1[N+:10]([O-])=O.O, predict the reaction product. The product is: [NH2:10][C:3]1[CH:4]=[C:5]([CH:8]=[CH:9][C:2]=1[NH2:1])[C:6]#[N:7]. (7) Given the reactants [CH3:1][C:2]1[C:14]2[N:13]([CH3:15])[C:12]3[C:7](=[CH:8][CH:9]=[CH:10][CH:11]=3)[C:6]=2[CH:5]=[C:4]([CH:16]=O)[CH:3]=1.[CH3:18][CH:19]([CH3:35])[C:20]([NH:22][C:23]1[CH:28]=[CH:27][CH:26]=[C:25]([CH:29]2[CH2:34][CH2:33][NH:32][CH2:31][CH2:30]2)[CH:24]=1)=[O:21], predict the reaction product. The product is: [CH3:1][C:2]1[C:14]2[N:13]([CH3:15])[C:12]3[C:7](=[CH:8][CH:9]=[CH:10][CH:11]=3)[C:6]=2[CH:5]=[C:4]([CH2:16][N:32]2[CH2:33][CH2:34][CH:29]([C:25]3[CH:24]=[C:23]([NH:22][C:20](=[O:21])[CH:19]([CH3:35])[CH3:18])[CH:28]=[CH:27][CH:26]=3)[CH2:30][CH2:31]2)[CH:3]=1. (8) Given the reactants [H-].[Al+3].[Li+].[H-].[H-].[H-].[NH2:7][C:8]1[C:9]([C:15](OC)=[O:16])=[N:10][C:11]([Br:14])=[CH:12][N:13]=1.O.[OH-].[Na+], predict the reaction product. The product is: [NH2:7][C:8]1[C:9]([CH2:15][OH:16])=[N:10][C:11]([Br:14])=[CH:12][N:13]=1.